This data is from Full USPTO retrosynthesis dataset with 1.9M reactions from patents (1976-2016). The task is: Predict the reactants needed to synthesize the given product. Given the product [CH3:1][C:2]1[C:3](=[O:9])[NH:4][C:5]([S:8][CH3:12])=[N:6][N:7]=1, predict the reactants needed to synthesize it. The reactants are: [CH3:1][C:2]1[C:3](=[O:9])[NH:4][C:5](=[S:8])[NH:6][N:7]=1.[OH-].[Na+].[CH3:12]I.